From a dataset of Forward reaction prediction with 1.9M reactions from USPTO patents (1976-2016). Predict the product of the given reaction. (1) The product is: [Cl:39][C:33]1[CH:32]=[C:31]([NH:1][C:2]2[CH:10]=[C:9]([CH3:11])[C:8]3[NH:7][C@H:6]4[CH2:19][CH2:20][NH:21][CH2:22][C@H:5]4[C:4]=3[CH:3]=2)[CH:38]=[CH:37][C:34]=1[C:35]#[N:36]. Given the reactants [NH2:1][C:2]1[CH:10]=[C:9]([CH3:11])[C:8]2[N:7](C(OC(C)(C)C)=O)[C@H:6]3[CH2:19][CH2:20][N:21](C(OC(C)(C)C)=O)[CH2:22][C@H:5]3[C:4]=2[CH:3]=1.Br[C:31]1[CH:38]=[CH:37][C:34]([C:35]#[N:36])=[C:33]([Cl:39])[CH:32]=1, predict the reaction product. (2) The product is: [OH:15][CH2:14][CH2:13][O:12][C:7]1[CH:8]=[C:9]2[C:4](=[CH:5][CH:6]=1)[NH:3][C:2](=[O:1])[CH2:11][CH2:10]2. Given the reactants [O:1]=[C:2]1[CH2:11][CH2:10][C:9]2[C:4](=[CH:5][CH:6]=[C:7]([O:12][CH2:13][C:14](OCC)=[O:15])[CH:8]=2)[NH:3]1.[Cl-].[Ca+2].[Cl-].[BH4-].[Na+], predict the reaction product. (3) Given the reactants N1(C2CC[N:8]([CH2:11][C:12]3[S:13][C:14]4[N:15]=[C:16]([Cl:27])[N:17]=[C:18]([N:21]5[CH2:26][CH2:25][O:24][CH2:23][CH2:22]5)[C:19]=4[N:20]=3)[CH2:7]C2)CCC1.[N:28]1([C:34]([CH3:39])([CH3:38])[C:35]([NH2:37])=[O:36])[CH2:33]CN[CH2:30][CH2:29]1, predict the reaction product. The product is: [Cl:27][C:16]1[N:17]=[C:18]([N:21]2[CH2:22][CH2:23][O:24][CH2:25][CH2:26]2)[C:19]2[N:20]=[C:12]([CH2:11][N:8]3[CH2:30][CH2:29][N:28]([C:34]([CH3:39])([CH3:38])[C:35]([NH2:37])=[O:36])[CH2:33][CH2:7]3)[S:13][C:14]=2[N:15]=1. (4) Given the reactants C(=O)([O-])[O-].[Cs+].[Cs+].[CH2:7](Cl)[C:8]1[CH:13]=[CH:12][CH:11]=[CH:10][CH:9]=1.[CH3:15][O:16][C:17]([C:19]1[CH:20]=[C:21]([CH3:43])[C:22]2[O:28][C:27]3[C:29]([Cl:39])=[CH:30][C:31]([N:33]4[CH2:38][CH2:37][NH:36][CH2:35][CH2:34]4)=[CH:32][C:26]=3[CH2:25][S:24](=[O:41])(=[O:40])[C:23]=2[CH:42]=1)=[O:18], predict the reaction product. The product is: [CH3:15][O:16][C:17]([C:19]1[CH:20]=[C:21]([CH3:43])[C:22]2[O:28][C:27]3[C:29]([Cl:39])=[CH:30][C:31]([N:33]4[CH2:34][CH2:35][N:36]([CH2:7][C:8]5[CH:13]=[CH:12][CH:11]=[CH:10][CH:9]=5)[CH2:37][CH2:38]4)=[CH:32][C:26]=3[CH2:25][S:24](=[O:40])(=[O:41])[C:23]=2[CH:42]=1)=[O:18]. (5) Given the reactants C(OC([N:8]1[CH2:13][CH2:12][N:11](C(OC(C)(C)C)=O)[CH2:10][C@@H:9]1[C:21]1[CH:26]=[CH:25][C:24]([N:27]2[CH2:31][CH2:30][C@H:29]([N:32]3[CH2:36][CH2:35][CH2:34][CH2:33]3)[CH2:28]2)=[CH:23][CH:22]=1)=O)(C)(C)C.[ClH:37], predict the reaction product. The product is: [ClH:37].[ClH:37].[ClH:37].[ClH:37].[N:32]1([C@H:29]2[CH2:30][CH2:31][N:27]([C:24]3[CH:23]=[CH:22][C:21]([C@H:9]4[CH2:10][NH:11][CH2:12][CH2:13][NH:8]4)=[CH:26][CH:25]=3)[CH2:28]2)[CH2:33][CH2:34][CH2:35][CH2:36]1.